This data is from Full USPTO retrosynthesis dataset with 1.9M reactions from patents (1976-2016). The task is: Predict the reactants needed to synthesize the given product. (1) Given the product [S:19]1[C:20]2[CH:26]=[CH:25][CH:24]=[CH:23][C:21]=2[N:22]=[C:18]1[C:4]1[CH:3]=[C:2]([NH:1][C:27](=[O:29])[CH3:28])[CH:11]=[C:10]2[C:5]=1[CH2:6][CH2:7][N:8]([C:12](=[O:17])[C:13]([F:16])([F:14])[F:15])[CH2:9]2, predict the reactants needed to synthesize it. The reactants are: [NH2:1][C:2]1[CH:11]=[C:10]2[C:5]([CH2:6][CH2:7][N:8]([C:12](=[O:17])[C:13]([F:16])([F:15])[F:14])[CH2:9]2)=[C:4]([C:18]2[S:19][C:20]3[CH:26]=[CH:25][CH:24]=[CH:23][C:21]=3[N:22]=2)[CH:3]=1.[C:27](OC(=O)C)(=[O:29])[CH3:28]. (2) The reactants are: [CH3:1][N:2]1[CH:6]=[CH:5][CH:4]=[N:3]1.[Cl:7][S:8](O)(=[O:10])=[O:9].N#N.S(Cl)(Cl)=O. Given the product [CH3:1][N:2]1[CH:6]=[CH:5][C:4]([S:8]([Cl:7])(=[O:10])=[O:9])=[N:3]1, predict the reactants needed to synthesize it.